Task: Predict which catalyst facilitates the given reaction.. Dataset: Catalyst prediction with 721,799 reactions and 888 catalyst types from USPTO (1) Reactant: [OH:1][CH2:2][CH2:3][N:4]([CH2:16][C:17]1[CH:22]=[CH:21][C:20]([CH3:23])=[C:19]([C:24]([NH:26][CH2:27][C:28]23[CH2:37][CH:32]4[CH2:33][CH:34]([CH2:36][CH:30]([CH2:31]4)[CH2:29]2)[CH2:35]3)=[O:25])[CH:18]=1)[CH2:5][CH2:6][N:7](C)[C:8](=O)OC(C)(C)C.Cl.N. Product: [OH:1][CH2:2][CH2:3][N:4]([CH2:16][C:17]1[CH:22]=[CH:21][C:20]([CH3:23])=[C:19]([CH:18]=1)[C:24]([NH:26][CH2:27][C:28]12[CH2:29][CH:30]3[CH2:36][CH:34]([CH2:33][CH:32]([CH2:31]3)[CH2:37]1)[CH2:35]2)=[O:25])[CH2:5][CH2:6][NH:7][CH3:8]. The catalyst class is: 71. (2) Reactant: [CH:1]1([CH2:4][CH2:5][N:6]2[C:14]3[C:9](=[CH:10][CH:11]=[CH:12][CH:13]=3)[C:8]([C:17]3[C:25]([OH:26])=[CH:24][C:20]4[O:21][CH2:22][O:23][C:19]=4[CH:18]=3)([CH2:15]O)[C:7]2=[O:27])[CH2:3][CH2:2]1.C1(P(C2C=CC=CC=2)C2C=CC=CC=2)C=CC=CC=1.N(C(OCC)=O)=NC(OCC)=O. Product: [CH:1]1([CH2:4][CH2:5][N:6]2[C:14]3[C:9](=[CH:10][CH:11]=[CH:12][CH:13]=3)[C:8]3([C:17]4=[CH:18][C:19]5[O:23][CH2:22][O:21][C:20]=5[CH:24]=[C:25]4[O:26][CH2:15]3)[C:7]2=[O:27])[CH2:3][CH2:2]1. The catalyst class is: 1.